From a dataset of Catalyst prediction with 721,799 reactions and 888 catalyst types from USPTO. Predict which catalyst facilitates the given reaction. (1) Reactant: [CH:1]([N:14]1[C:22]2[C:17](=[CH:18][C:19]([Cl:23])=[CH:20][CH:21]=2)[C:16]([CH2:24][CH2:25][O:26][C:27]2[CH:37]=[CH:36][C:30]([C:31]([O:33]CC)=[O:32])=[C:29]([F:38])[CH:28]=2)=[C:15]1[CH2:39][CH2:40][NH:41][S:42]([CH2:45][C:46]1[CH:51]=[CH:50][C:49]([Cl:52])=[C:48]([Cl:53])[CH:47]=1)(=[O:44])=[O:43])([C:8]1[CH:13]=[CH:12][CH:11]=[CH:10][CH:9]=1)[C:2]1[CH:7]=[CH:6][CH:5]=[CH:4][CH:3]=1.C1COCC1.[OH-].[Na+]. Product: [CH:1]([N:14]1[C:22]2[C:17](=[CH:18][C:19]([Cl:23])=[CH:20][CH:21]=2)[C:16]([CH2:24][CH2:25][O:26][C:27]2[CH:37]=[CH:36][C:30]([C:31]([OH:33])=[O:32])=[C:29]([F:38])[CH:28]=2)=[C:15]1[CH2:39][CH2:40][NH:41][S:42]([CH2:45][C:46]1[CH:51]=[CH:50][C:49]([Cl:52])=[C:48]([Cl:53])[CH:47]=1)(=[O:44])=[O:43])([C:8]1[CH:9]=[CH:10][CH:11]=[CH:12][CH:13]=1)[C:2]1[CH:7]=[CH:6][CH:5]=[CH:4][CH:3]=1. The catalyst class is: 5. (2) Product: [Cl:18][CH2:11][C:8]([C:6]1[CH:5]=[CH:4][CH:3]=[C:2]([F:1])[N:7]=1)=[O:9]. The catalyst class is: 12. Reactant: [F:1][C:2]1[N:7]=[C:6]([C:8](Cl)=[O:9])[CH:5]=[CH:4][CH:3]=1.[CH3:11][Si](C=[N+]=[N-])(C)C.[ClH:18]. (3) Reactant: Cl[C:2]1[N:3]=[CH:4][C:5]([C:8]2[N:9]=[C:10]([N:18]3[CH2:23][CH2:22][C@H:21]([NH:24][C:25]([C:27]4[NH:28][C:29]([CH3:34])=[C:30]([Cl:33])[C:31]=4[Cl:32])=[O:26])[C@H:20]([O:35][CH3:36])[CH2:19]3)[S:11][C:12]=2[C:13]([O:15][CH2:16][CH3:17])=[O:14])=[N:6][CH:7]=1.[CH3:37][N:38]1[CH2:43][CH2:42][NH:41][CH2:40][CH2:39]1.C(N(CC)C(C)C)(C)C.O. Product: [Cl:32][C:31]1[C:30]([Cl:33])=[C:29]([CH3:34])[NH:28][C:27]=1[C:25]([NH:24][C@H:21]1[CH2:22][CH2:23][N:18]([C:10]2[S:11][C:12]([C:13]([O:15][CH2:16][CH3:17])=[O:14])=[C:8]([C:5]3[CH:4]=[N:3][C:2]([N:41]4[CH2:42][CH2:43][N:38]([CH3:37])[CH2:39][CH2:40]4)=[CH:7][N:6]=3)[N:9]=2)[CH2:19][C@H:20]1[O:35][CH3:36])=[O:26]. The catalyst class is: 60. (4) Reactant: C(N(C(C)C)CC)(C)C.N1(OC(N(C)C)=[N+](C)C)C2C=CC=CC=2N=N1.F[B-](F)(F)F.[Cl:32][C:33]1[CH:34]=[C:35]([S:40]([NH:43][C:44]2[CH:45]=[C:46]3[C:51](=[CH:52][CH:53]=2)[C:50]([C:54]([OH:56])=O)=[CH:49][CH:48]=[CH:47]3)(=[O:42])=[O:41])[CH:36]=[C:37]([Cl:39])[CH:38]=1.[CH2:57]([NH2:64])[C:58]1[CH:63]=[CH:62][CH:61]=[CH:60][CH:59]=1. Product: [CH2:57]([NH:64][C:54]([C:50]1[C:51]2[C:46](=[CH:45][C:44]([NH:43][S:40]([C:35]3[CH:34]=[C:33]([Cl:32])[CH:38]=[C:37]([Cl:39])[CH:36]=3)(=[O:42])=[O:41])=[CH:53][CH:52]=2)[CH:47]=[CH:48][CH:49]=1)=[O:56])[C:58]1[CH:63]=[CH:62][CH:61]=[CH:60][CH:59]=1. The catalyst class is: 35. (5) Reactant: [O:1]=[C:2]1[C:11]2[CH:10]=[CH:9][CH:8]=[C:7]3[NH:12][CH:13]([C:21]4[CH:22]=[C:23]([CH:26]=[CH:27][CH:28]=4)[CH:24]=O)[CH:14]([C:15]4[CH:20]=[CH:19][CH:18]=[CH:17][CH:16]=4)[C:5]([C:6]=23)=[N:4][NH:3]1.[NH:29]1[CH2:34][CH2:33][O:32][CH2:31][CH2:30]1.C(O)(=O)C.C(O[BH-](OC(=O)C)OC(=O)C)(=O)C.[Na+]. Product: [O:32]1[CH2:33][CH2:34][N:29]([CH2:24][C:23]2[CH:22]=[C:21]([CH:13]3[NH:12][C:7]4[C:6]5[C:5](=[N:4][NH:3][C:2](=[O:1])[C:11]=5[CH:10]=[CH:9][CH:8]=4)[CH:14]3[C:15]3[CH:20]=[CH:19][CH:18]=[CH:17][CH:16]=3)[CH:28]=[CH:27][CH:26]=2)[CH2:30][CH2:31]1. The catalyst class is: 5. (6) Reactant: [OH:1][CH:2]([C:6]1[CH:11]=[CH:10][C:9]([C:12]2[N:16]=[C:15]([C:17]3[O:21][N:20]=[C:19]([C:22]4[CH:27]=[CH:26][CH:25]=[CH:24][CH:23]=4)[C:18]=3[C:28]([F:31])([F:30])[F:29])[O:14][N:13]=2)=[CH:8][CH:7]=1)[C:3](O)=[O:4].CN1CCOCC1.[NH2:39][C@@H:40]([C:45]([CH3:48])([CH3:47])[CH3:46])[C:41]([NH:43][CH3:44])=[O:42].CN(C(ON1N=NC2C=CC=NC1=2)=[N+](C)C)C.F[P-](F)(F)(F)(F)F. Product: [OH:1][CH:2]([C:6]1[CH:7]=[CH:8][C:9]([C:12]2[N:16]=[C:15]([C:17]3[O:21][N:20]=[C:19]([C:22]4[CH:23]=[CH:24][CH:25]=[CH:26][CH:27]=4)[C:18]=3[C:28]([F:29])([F:30])[F:31])[O:14][N:13]=2)=[CH:10][CH:11]=1)[C:3]([NH:39][C@@H:40]([C:45]([CH3:48])([CH3:47])[CH3:46])[C:41]([NH:43][CH3:44])=[O:42])=[O:4]. The catalyst class is: 3. (7) Reactant: Cl.CN(C)CCCN=C=NCC.[C:13]([O:17][C:18]([N:20]1[C:24]([CH2:25][CH2:26][CH2:27][CH2:28][C:29]([OH:31])=O)=[CH:23][N:22]=[CH:21]1)=[O:19])([CH3:16])([CH3:15])[CH3:14].[CH2:32]1[C:40]2[C:35](=[CH:36][CH:37]=[CH:38][CH:39]=2)[CH2:34][CH:33]1[NH:41][C:42]1[N:43]=[CH:44][C:45]2[CH2:51][NH:50][CH2:49][CH2:48][C:46]=2[N:47]=1.ON1C2C=CC=CC=2N=N1.C(N(CC)CC)C. Product: [CH2:32]1[C:40]2[C:35](=[CH:36][CH:37]=[CH:38][CH:39]=2)[CH2:34][CH:33]1[NH:41][C:42]1[N:43]=[CH:44][C:45]2[CH2:51][N:50]([C:29](=[O:31])[CH2:28][CH2:27][CH2:26][CH2:25][C:24]3[N:20]([C:18]([O:17][C:13]([CH3:14])([CH3:15])[CH3:16])=[O:19])[CH:21]=[N:22][CH:23]=3)[CH2:49][CH2:48][C:46]=2[N:47]=1. The catalyst class is: 4. (8) Reactant: [CH3:1][O:2][C:3]1[CH:4]=[C:5]([CH2:9][C:10]([OH:12])=[O:11])[CH:6]=[CH:7][CH:8]=1.[Br:13]Br. Product: [Br:13][C:6]1[CH:7]=[CH:8][C:3]([O:2][CH3:1])=[CH:4][C:5]=1[CH2:9][C:10]([OH:12])=[O:11]. The catalyst class is: 2. (9) Reactant: [CH2:1]([O:3][C:4]1[C:8]([CH2:9][CH2:10][CH2:11][O:12][C:13]2[CH:18]=[CH:17][C:16]([CH2:19][CH2:20][C:21]([O:23]CC)=[O:22])=[CH:15][C:14]=2[OH:26])=[CH:7][N:6]([C:27]2[CH:32]=[CH:31][C:30]([C:33]([F:36])([F:35])[F:34])=[CH:29][N:28]=2)[N:5]=1)[CH3:2].C(=O)([O-])[O-].[K+].[K+].I[CH2:44][CH2:45][CH2:46][CH3:47].CN(C)C=O. Product: [CH2:44]([O:26][C:14]1[CH:15]=[C:16]([CH2:19][CH2:20][C:21]([OH:23])=[O:22])[CH:17]=[CH:18][C:13]=1[O:12][CH2:11][CH2:10][CH2:9][C:8]1[C:4]([O:3][CH2:1][CH3:2])=[N:5][N:6]([C:27]2[CH:32]=[CH:31][C:30]([C:33]([F:35])([F:34])[F:36])=[CH:29][N:28]=2)[CH:7]=1)[CH2:45][CH2:46][CH3:47]. The catalyst class is: 6. (10) Reactant: C([N:8]1[CH2:13][CH2:12][O:11][CH:10]([C:14]([C:28]2[CH:33]=[CH:32][CH:31]=[CH:30][CH:29]=2)([OH:27])[CH2:15][C:16]2[CH:21]=[CH:20][CH:19]=[CH:18][C:17]=2[O:22][C:23]([F:26])([F:25])[F:24])[CH2:9]1)C1C=CC=CC=1.[ClH:34].C(O)C.C1(C)C=CC=CC=1. Product: [ClH:34].[NH:8]1[CH2:13][CH2:12][O:11][C@@H:10]([C@:14]([C:28]2[CH:29]=[CH:30][CH:31]=[CH:32][CH:33]=2)([OH:27])[CH2:15][C:16]2[CH:21]=[CH:20][CH:19]=[CH:18][C:17]=2[O:22][C:23]([F:26])([F:25])[F:24])[CH2:9]1. The catalyst class is: 19.